From a dataset of Reaction yield outcomes from USPTO patents with 853,638 reactions. Predict the reaction yield, written as a fraction of the theoretical maximum amount of product (1.0 means a 100% yield; for example, 0.34 means a 34% yield). The reactants are [CH3:1][O:2][N:3]([CH3:15])[C:4]([C:6]1[C:14]2[C:9](=[CH:10][CH:11]=[CH:12][CH:13]=2)[NH:8][N:7]=1)=[O:5].FC(F)(F)C(OC1C(OC(=O)C(F)(F)F)=C([I:27])C=CC=1)=O.II.OS([O-])=O.[Na+]. The catalyst is C(Cl)Cl. The product is [I:27][C:12]1[CH:13]=[C:14]2[C:9](=[CH:10][CH:11]=1)[NH:8][N:7]=[C:6]2[C:4]([N:3]([O:2][CH3:1])[CH3:15])=[O:5]. The yield is 0.720.